From a dataset of Peptide-MHC class I binding affinity with 185,985 pairs from IEDB/IMGT. Regression. Given a peptide amino acid sequence and an MHC pseudo amino acid sequence, predict their binding affinity value. This is MHC class I binding data. (1) The peptide sequence is KEKGGLEGL. The MHC is HLA-B08:01 with pseudo-sequence HLA-B08:01. The binding affinity (normalized) is 0.0735. (2) The peptide sequence is SSFFMNRFY. The MHC is HLA-A29:02 with pseudo-sequence HLA-A29:02. The binding affinity (normalized) is 0.669.